This data is from Forward reaction prediction with 1.9M reactions from USPTO patents (1976-2016). The task is: Predict the product of the given reaction. (1) Given the reactants C(N(CC)CC)C.[N:8]1([C:14]([O:16][C:17]([CH3:20])([CH3:19])[CH3:18])=[O:15])[CH2:13][CH2:12][NH:11][CH2:10][CH2:9]1.[Br:21][C:22]1[CH:27]=[CH:26][C:25]([S:28](Cl)(=[O:30])=[O:29])=[CH:24][CH:23]=1, predict the reaction product. The product is: [Br:21][C:22]1[CH:27]=[CH:26][C:25]([S:28]([N:11]2[CH2:12][CH2:13][N:8]([C:14]([O:16][C:17]([CH3:20])([CH3:19])[CH3:18])=[O:15])[CH2:9][CH2:10]2)(=[O:30])=[O:29])=[CH:24][CH:23]=1. (2) Given the reactants Br[C:2]1[CH:3]=[C:4]([C:8]2[S:9][C:10]3[C:16]([C:17]4[CH:22]=[CH:21][C:20]([Cl:23])=[CH:19][CH:18]=4)=[C:15]([C@H:24]([O:30][C:31]([CH3:34])([CH3:33])[CH3:32])[C:25]([O:27][CH2:28][CH3:29])=[O:26])[C:14]([CH3:35])=[CH:13][C:11]=3[N:12]=2)[CH:5]=[CH:6][CH:7]=1.[N:36]1[CH:41]=[C:40](B(O)O)[CH:39]=[N:38][CH:37]=1.C([O-])([O-])=O.[K+].[K+], predict the reaction product. The product is: [C:31]([O:30][C@@H:24]([C:15]1[C:14]([CH3:35])=[CH:13][C:11]2[N:12]=[C:8]([C:4]3[CH:5]=[CH:6][CH:7]=[C:2]([C:40]4[CH:41]=[N:36][CH:37]=[N:38][CH:39]=4)[CH:3]=3)[S:9][C:10]=2[C:16]=1[C:17]1[CH:22]=[CH:21][C:20]([Cl:23])=[CH:19][CH:18]=1)[C:25]([O:27][CH2:28][CH3:29])=[O:26])([CH3:34])([CH3:33])[CH3:32]. (3) Given the reactants O[CH:2]([C:4]1[O:5][C:6](=[O:20])[C:7]2[C:12]([C:13]=1[C:14]1[CH:19]=[CH:18][CH:17]=[CH:16][CH:15]=1)=[CH:11][CH:10]=[CH:9][CH:8]=2)[CH3:3].CS([Cl:25])(=O)=O, predict the reaction product. The product is: [Cl:25][CH:2]([C:4]1[O:5][C:6](=[O:20])[C:7]2[C:12]([C:13]=1[C:14]1[CH:19]=[CH:18][CH:17]=[CH:16][CH:15]=1)=[CH:11][CH:10]=[CH:9][CH:8]=2)[CH3:3]. (4) Given the reactants [Cl:1][C:2]1[CH:7]=[CH:6][C:5]([NH:8][C:9]2[N:17]=[C:16]([NH:18][NH2:19])[N:15]=[C:14]3[C:10]=2[N:11]=[CH:12][N:13]3[CH3:20])=[CH:4][CH:3]=1.[C:21]([CH2:29][C:30](=O)[CH3:31])(=O)[C:22]1[CH:27]=[CH:26][CH:25]=[CH:24][CH:23]=1, predict the reaction product. The product is: [Cl:1][C:2]1[CH:7]=[CH:6][C:5]([NH:8][C:9]2[N:17]=[C:16]([N:18]3[C:30]([CH3:31])=[CH:29][C:21]([C:22]4[CH:27]=[CH:26][CH:25]=[CH:24][CH:23]=4)=[N:19]3)[N:15]=[C:14]3[C:10]=2[N:11]=[CH:12][N:13]3[CH3:20])=[CH:4][CH:3]=1. (5) Given the reactants [Cl:1][C:2]1[CH:7]=[CH:6][C:5]([O:8]C)=[CH:4][C:3]=1[CH:10]([CH3:29])[C:11]([C:17]1[CH:18]=[CH:19][C:20]2[O:25][CH2:24][C:23](=[O:26])[N:22]([CH3:27])[C:21]=2[CH:28]=1)([OH:16])[C:12]([F:15])([F:14])[F:13].B(Br)(Br)Br.C([O-])(O)=O.[Na+], predict the reaction product. The product is: [Cl:1][C:2]1[CH:7]=[CH:6][C:5]([OH:8])=[CH:4][C:3]=1[CH:10]([CH3:29])[C:11]([C:17]1[CH:18]=[CH:19][C:20]2[O:25][CH2:24][C:23](=[O:26])[N:22]([CH3:27])[C:21]=2[CH:28]=1)([OH:16])[C:12]([F:13])([F:14])[F:15].